This data is from Catalyst prediction with 721,799 reactions and 888 catalyst types from USPTO. The task is: Predict which catalyst facilitates the given reaction. (1) Reactant: [CH3:1][CH:2]([S:4]([NH:7][CH:8]1[C:12]([C:13]2[CH:22]=[CH:21][C:16]([O:17][CH2:18][C:19]#[N:20])=[CH:15][CH:14]=2)=[CH:11][CH2:10][CH2:9]1)(=[O:6])=[O:5])[CH3:3].COCCO[AlH2-]OCCOC.[Na+].O. Product: [NH2:20][CH2:19][CH2:18][O:17][C:16]1[CH:15]=[CH:14][C:13]([C:12]2[CH:8]([NH:7][S:4]([CH:2]([CH3:3])[CH3:1])(=[O:6])=[O:5])[CH2:9][CH2:10][CH:11]=2)=[CH:22][CH:21]=1. The catalyst class is: 11. (2) Reactant: [CH2:1]([C:3]1[C:4](=[O:12])[N:5]=[C:6]2[C:11]=1[CH:10]=[CH:9][CH:8]=[CH:7]2)[CH3:2].[CH2:13]([Li])[CH2:14]CC.CN(C)CCN(C)C.ICC.[NH4+].[Cl-]. Product: [CH2:1]([C:3]1([CH2:13][CH3:14])[C:11]2[C:6](=[CH:7][CH:8]=[CH:9][CH:10]=2)[NH:5][C:4]1=[O:12])[CH3:2]. The catalyst class is: 1. (3) Reactant: [C:1](Cl)(Cl)=[O:2].[CH3:5][C:6]1[CH:12]=[C:11]([N+:13]([O-:15])=[O:14])[CH:10]=[CH:9][C:7]=1[NH2:8].N1C=CC=CC=1.[CH2:22]([NH:26][CH2:27][CH:28]([CH3:30])[CH3:29])[CH:23]([CH3:25])[CH3:24]. Product: [CH2:22]([N:26]([CH2:27][CH:28]([CH3:30])[CH3:29])[C:1]([NH:8][C:7]1[CH:9]=[CH:10][C:11]([N+:13]([O-:15])=[O:14])=[CH:12][C:6]=1[CH3:5])=[O:2])[CH:23]([CH3:25])[CH3:24]. The catalyst class is: 308. (4) Reactant: [CH3:1][O:2][C:3]([C:5]1[CH:6]=[C:7]2[C:11](=[CH:12][CH:13]=1)[NH:10][N:9]=[CH:8]2)=[O:4].[H-].[Na+].[CH2:16]([O:20][C:21]1[CH:32]=[CH:31][C:30]([O:33][C:34]([F:37])([F:36])[F:35])=[CH:29][C:22]=1[CH2:23]OS(C)(=O)=O)[CH:17]([CH3:19])[CH3:18]. Product: [CH3:1][O:2][C:3]([C:5]1[CH:6]=[C:7]2[C:11](=[CH:12][CH:13]=1)[N:10]([CH2:23][C:22]1[CH:29]=[C:30]([O:33][C:34]([F:35])([F:36])[F:37])[CH:31]=[CH:32][C:21]=1[O:20][CH2:16][CH:17]([CH3:19])[CH3:18])[N:9]=[CH:8]2)=[O:4]. The catalyst class is: 3.